Dataset: Catalyst prediction with 721,799 reactions and 888 catalyst types from USPTO. Task: Predict which catalyst facilitates the given reaction. (1) Reactant: [CH3:1][C:2]1[S:3][C:4]2[C:10](=O)[C:9](=[CH:12]N3CCOCC3)[CH2:8][CH2:7][C:5]=2[N:6]=1.[N+]([O-])(O)=O.[CH3:23][N:24]([CH3:35])[C:25]1[CH:30]=[CH:29][C:28]([NH:31][C:32]([NH2:34])=[NH:33])=[CH:27][CH:26]=1.[OH-].[Na+]. Product: [CH3:23][N:24]([CH3:35])[C:25]1[CH:26]=[CH:27][C:28]([NH:31][C:32]2[N:34]=[CH:12][C:9]3[CH2:8][CH2:7][C:5]4[N:6]=[C:2]([CH3:1])[S:3][C:4]=4[C:10]=3[N:33]=2)=[CH:29][CH:30]=1. The catalyst class is: 141. (2) Product: [CH3:2][N:3]1[C:32]([NH2:33])=[N:31][C:18]2([C:17]3[C:22](=[CH:23][CH:24]=[C:15]([O:8][C:9]4[CH:14]=[CH:13][CH:12]=[CH:11][CH:10]=4)[CH:16]=3)[O:21][CH:20]([C:25]3[CH:26]=[CH:27][CH:28]=[CH:29][CH:30]=3)[CH2:19]2)[O:4]1. Reactant: Cl.[CH3:2][NH:3][OH:4].C[O-].[Na+].[O:8]([C:15]1[CH:16]=[C:17]2[C:22](=[CH:23][CH:24]=1)[O:21][CH:20]([C:25]1[CH:30]=[CH:29][CH:28]=[CH:27][CH:26]=1)[CH2:19]/[C:18]/2=[N:31]/[C:32]#[N:33])[C:9]1[CH:14]=[CH:13][CH:12]=[CH:11][CH:10]=1. The catalyst class is: 5. (3) Reactant: [OH:1][C:2]1[CH:7]=[C:6]([CH3:8])[N:5]([CH3:9])[C:4](=[O:10])[C:3]=1[C:11](=[O:21])[CH:12]=[CH:13][C:14]1[CH:19]=[CH:18][CH:17]=[C:16]([OH:20])[CH:15]=1.[C:22]([O:26][C:27]([NH:29][CH2:30][CH2:31]O)=[O:28])([CH3:25])([CH3:24])[CH3:23].C1(P(C2C=CC=CC=2)C2C=CC=CC=2)C=CC=CC=1.N(C(OCC)=O)=NC(OCC)=O. Product: [OH:1][C:2]1[CH:7]=[C:6]([CH3:8])[N:5]([CH3:9])[C:4](=[O:10])[C:3]=1[C:11](=[O:21])[CH:12]=[CH:13][C:14]1[CH:19]=[CH:18][CH:17]=[C:16]([O:20][CH2:31][CH2:30][NH:29][C:27]([O:26][C:22]([CH3:25])([CH3:24])[CH3:23])=[O:28])[CH:15]=1. The catalyst class is: 7. (4) Reactant: [Cl-].[CH3:2][O:3][CH2:4][P+](C1C=CC=CC=1)(C1C=CC=CC=1)C1C=CC=CC=1.CC(C)([O-])C.[K+].[Cl:30][C:31]1[C:32](=[O:52])[N:33]([CH2:40][CH2:41][C:42]2[CH:51]=[CH:50][C:45]([C:46]([O:48][CH3:49])=[O:47])=[CH:44][CH:43]=2)[C:34]([CH:38]=O)=[C:35]([Cl:37])[CH:36]=1.O. Product: [Cl:30][C:31]1[C:32](=[O:52])[N:33]([CH2:40][CH2:41][C:42]2[CH:51]=[CH:50][C:45]([C:46]([O:48][CH3:49])=[O:47])=[CH:44][CH:43]=2)[C:34]([CH:38]=[CH:2][O:3][CH3:4])=[C:35]([Cl:37])[CH:36]=1. The catalyst class is: 56. (5) Reactant: [F:1][C:2]1[CH:3]=[C:4]([OH:11])[CH:5]=[CH:6][C:7]=1[N+:8]([O-:10])=[O:9].Cl.Cl[CH2:14][CH2:15][N:16]1[CH2:21][CH2:20][CH2:19][CH2:18][CH2:17]1.C(=O)([O-])[O-].[Cs+].[Cs+].[I-].[K+]. Product: [F:1][C:2]1[CH:3]=[C:4]([CH:5]=[CH:6][C:7]=1[N+:8]([O-:10])=[O:9])[O:11][CH2:14][CH2:15][N:16]1[CH2:21][CH2:20][CH2:19][CH2:18][CH2:17]1. The catalyst class is: 329. (6) Product: [Cl:21][C:22]1[CH:30]=[C:29]([Cl:31])[CH:28]=[C:27]2[C:23]=1[CH:24]=[C:25]([C:32]([NH:1][CH2:2][C:3]1[CH:8]=[CH:7][C:6]([Cl:9])=[C:5]([O:10][C:11]3[CH:12]=[C:13]([C:14]#[N:15])[CH:16]=[C:17]([Cl:19])[CH:18]=3)[C:4]=1[F:20])=[O:33])[NH:26]2. The catalyst class is: 46. Reactant: [NH2:1][CH2:2][C:3]1[C:4]([F:20])=[C:5]([O:10][C:11]2[CH:12]=[C:13]([CH:16]=[C:17]([Cl:19])[CH:18]=2)[C:14]#[N:15])[C:6]([Cl:9])=[CH:7][CH:8]=1.[Cl:21][C:22]1[CH:30]=[C:29]([Cl:31])[CH:28]=[C:27]2[C:23]=1[CH:24]=[C:25]([C:32](Cl)=[O:33])[NH:26]2.C(N(C(C)C)CC)(C)C. (7) Reactant: C[Si](C)(C)[N-][Si](C)(C)C.[Li+].[F:11][C:12]1[CH:17]=[CH:16][CH:15]=[CH:14][C:13]=1[CH2:18][C:19]([O:21][CH3:22])=[O:20].[F:23][C:24]1[C:25]([C:31](Cl)=[O:32])=[N:26][CH:27]=[C:28]([F:30])[CH:29]=1.[Cl-].[NH4+]. Product: [F:23][C:24]1[C:25]([C:31](=[O:32])[CH:18]([C:13]2[CH:14]=[CH:15][CH:16]=[CH:17][C:12]=2[F:11])[C:19]([O:21][CH3:22])=[O:20])=[N:26][CH:27]=[C:28]([F:30])[CH:29]=1. The catalyst class is: 20. (8) Reactant: [C:1]12(C(Cl)=O)[CH2:10][CH:5]3[CH2:6][CH:7]([CH2:9][CH:3]([CH2:4]3)[CH2:2]1)[CH2:8]2.N1C=CC=CC=1.C(O)C. Product: [CH:1]12[CH2:10][CH:5]3[CH2:6][CH:7]([CH2:9][CH:3]([CH2:4]3)[CH2:2]1)[CH2:8]2. The catalyst class is: 3. (9) The catalyst class is: 8. Reactant: [NH2:1][C:2]1[CH:7]=[CH:6][C:5]([S:8][C:9]2[CH:10]=[C:11]([NH:15][S:16]([C:19]3[CH:24]=[CH:23][CH:22]=[CH:21][CH:20]=3)(=[O:18])=[O:17])[CH:12]=[CH:13][CH:14]=2)=[CH:4][C:3]=1[CH2:25][NH:26][CH2:27][CH2:28][CH3:29].[N:30]#[C:31]Br. Product: [NH2:30][C:31]1[N:26]([CH2:27][CH2:28][CH3:29])[CH2:25][C:3]2[C:2](=[CH:7][CH:6]=[C:5]([S:8][C:9]3[CH:10]=[C:11]([NH:15][S:16]([C:19]4[CH:24]=[CH:23][CH:22]=[CH:21][CH:20]=4)(=[O:18])=[O:17])[CH:12]=[CH:13][CH:14]=3)[CH:4]=2)[N:1]=1.